From a dataset of Reaction yield outcomes from USPTO patents with 853,638 reactions. Predict the reaction yield, written as a fraction of the theoretical maximum amount of product (1.0 means a 100% yield; for example, 0.34 means a 34% yield). (1) The reactants are [CH3:1][C:2]1[N:6]([CH2:7][C:8]2[C:17]3[C:12](=[CH:13][CH:14]=[CH:15][CH:16]=3)[CH:11]=[CH:10][CH:9]=2)[C:5]2[CH:18]=[C:19]([N:25]3[CH2:30][CH2:29][O:28][CH2:27][CH2:26]3)[CH:20]=[C:21]([C:22](O)=[O:23])[C:4]=2[N:3]=1.[H-].[H-].[H-].[H-].[Li+].[Al+3]. The catalyst is O1CCCC1. The product is [CH3:1][C:2]1[N:6]([CH2:7][C:8]2[C:17]3[C:12](=[CH:13][CH:14]=[CH:15][CH:16]=3)[CH:11]=[CH:10][CH:9]=2)[C:5]2[CH:18]=[C:19]([N:25]3[CH2:30][CH2:29][O:28][CH2:27][CH2:26]3)[CH:20]=[C:21]([CH2:22][OH:23])[C:4]=2[N:3]=1. The yield is 0.170. (2) The reactants are [C:1]([O:5][C:6]([N:8]1[CH2:13][CH2:12][CH:11]([C:14]2[NH:15][CH:16]=[C:17]([C:19]3[CH:24]=[CH:23][C:22]([F:25])=[C:21]([C:26]([F:29])([F:28])[F:27])[CH:20]=3)[N:18]=2)[CH2:10][CH2:9]1)=[O:7])([CH3:4])([CH3:3])[CH3:2].CS(C)=O.[OH-].[K+].Cl.Cl[CH2:38][CH2:39][N:40]([CH3:42])[CH3:41]. No catalyst specified. The product is [C:1]([O:5][C:6]([N:8]1[CH2:13][CH2:12][CH:11]([C:14]2[N:15]([CH2:38][CH2:39][N:40]([CH3:42])[CH3:41])[CH:16]=[C:17]([C:19]3[CH:24]=[CH:23][C:22]([F:25])=[C:21]([C:26]([F:27])([F:28])[F:29])[CH:20]=3)[N:18]=2)[CH2:10][CH2:9]1)=[O:7])([CH3:4])([CH3:2])[CH3:3]. The yield is 0.956. (3) The reactants are [C:1]([CH2:4][C:5]1[C:9]2[C:10]([C:16](=[O:26])[CH2:17][C:18]3[C:23]([Cl:24])=[CH:22][N:21]=[CH:20][C:19]=3[Cl:25])=[CH:11][CH:12]=[C:13]([O:14][CH3:15])[C:8]=2[O:7][CH:6]=1)(O)=[O:2].C(N1C=CN=C1)(N1C=CN=C1)=O.[NH2:39][CH2:40][C:41]1[CH:46]=[CH:45][CH:44]=[CH:43][N:42]=1.O. The catalyst is C(#N)C. The product is [Cl:25][C:19]1[CH:20]=[N:21][CH:22]=[C:23]([Cl:24])[C:18]=1[CH2:17][C:16]([C:10]1[C:9]2[C:5]([CH2:4][C:1]([NH:39][CH2:40][C:41]3[CH:46]=[CH:45][CH:44]=[CH:43][N:42]=3)=[O:2])=[CH:6][O:7][C:8]=2[C:13]([O:14][CH3:15])=[CH:12][CH:11]=1)=[O:26]. The yield is 0.680. (4) The reactants are C([O:3][C:4](=[O:21])[CH2:5][CH:6]1[O:10][B:9]([OH:11])[C:8]2[CH:12]=[C:13]([O:19][CH3:20])[CH:14]=[C:15]([CH2:16][O:17][CH3:18])[C:7]1=2)C.[Li+].[OH-].Cl. The catalyst is C1COCC1.O. The product is [OH:11][B:9]1[C:8]2[CH:12]=[C:13]([O:19][CH3:20])[CH:14]=[C:15]([CH2:16][O:17][CH3:18])[C:7]=2[CH:6]([CH2:5][C:4]([OH:21])=[O:3])[O:10]1. The yield is 0.900. (5) The reactants are [CH2:1]([C:4]1[CH:11]=[C:10]([F:12])[CH:9]=[C:6]([CH:7]=[O:8])[C:5]=1[OH:13])[CH:2]=[CH2:3]. The catalyst is C1(SC2C=CC=CC=2)C=CC=CC=1.CCOC(C)=O. The product is [F:12][C:10]1[CH:11]=[C:4]([CH2:1][CH2:2][CH3:3])[C:5]([OH:13])=[C:6]([CH:9]=1)[CH:7]=[O:8]. The yield is 0.893. (6) The reactants are [OH:1][C:2]1[CH:3]=[C:4]([CH:8]=[CH:9][C:10]=1[I:11])[C:5]([OH:7])=[O:6].C(=O)([O-])[O-].[K+].[K+].[CH2:18](I)[CH3:19].O1CCCC1. The catalyst is CC(=O)CC. The product is [CH2:18]([O:1][C:2]1[CH:3]=[C:4]([CH:8]=[CH:9][C:10]=1[I:11])[C:5]([OH:7])=[O:6])[CH3:19]. The yield is 0.620.